Dataset: CYP2D6 inhibition data for predicting drug metabolism from PubChem BioAssay. Task: Regression/Classification. Given a drug SMILES string, predict its absorption, distribution, metabolism, or excretion properties. Task type varies by dataset: regression for continuous measurements (e.g., permeability, clearance, half-life) or binary classification for categorical outcomes (e.g., BBB penetration, CYP inhibition). Dataset: cyp2d6_veith. (1) The molecule is CN1CCN(c2ccnc(-c3ccc(N(C)C)cc3)n2)CC1. The result is 0 (non-inhibitor). (2) The molecule is CCOc1cc(CNCc2cccs2)cc(Br)c1OC.Cl. The result is 1 (inhibitor). (3) The molecule is CC(=O)NC(NC(C)=O)c1ccc(Br)cc1. The result is 0 (non-inhibitor). (4) The drug is Cc1ccccc1-c1nc(NCc2cccs2)c2ccccc2n1. The result is 1 (inhibitor). (5) The compound is Nc1ccc(CCNc2ncnc3c2ncn3[C@@H]2O[C@@H](CO)[C@H](O)[C@@H]2O)cc1. The result is 0 (non-inhibitor). (6) The result is 1 (inhibitor). The compound is c1cncc(-c2cc(-n3ccnc3)ncn2)c1. (7) The result is 0 (non-inhibitor). The molecule is O=C(Nc1ccccc1)N1CCSc2cc(Cl)ccc21. (8) The result is 0 (non-inhibitor). The drug is COc1ccc2c3c([nH]c2c1)[C@H]1C[C@H]2[C@H](C(=O)O)[C@@H](OC)[C@H](O)C[C@H]2CN1CC3. (9) The molecule is Cc1cc(Br)cc(C)c1OCCCCN(C)C.O=C(O)C(=O)O. The result is 1 (inhibitor). (10) The molecule is COC(=O)N1CCC2(CC1)CN(C(=O)Nc1cccc(F)c1)C2. The result is 0 (non-inhibitor).